This data is from Reaction yield outcomes from USPTO patents with 853,638 reactions. The task is: Predict the reaction yield, written as a fraction of the theoretical maximum amount of product (1.0 means a 100% yield; for example, 0.34 means a 34% yield). (1) The reactants are [CH3:1][O:2][C:3]1[CH:4]=[C:5]([CH:8]=[CH:9][C:10]=1[O:11][CH2:12][C:13]1[N:14]=[C:15]([C:19]2[CH:24]=[CH:23][CH:22]=[CH:21][CH:20]=2)[S:16][C:17]=1[CH3:18])[CH:6]=[O:7].C(O)C.[BH4-].[Na+].O. The catalyst is O1CCCC1. The product is [CH3:1][O:2][C:3]1[CH:4]=[C:5]([CH2:6][OH:7])[CH:8]=[CH:9][C:10]=1[O:11][CH2:12][C:13]1[N:14]=[C:15]([C:19]2[CH:24]=[CH:23][CH:22]=[CH:21][CH:20]=2)[S:16][C:17]=1[CH3:18]. The yield is 0.910. (2) The reactants are Cl.C(O)C.C(OC(=O)[N:11]([C:16]1[CH:21]=[CH:20][C:19]([C:22](=[O:37])[NH:23][CH2:24][C:25]2[S:26][C:27]([CH2:30][C:31]3[CH:36]=[CH:35][CH:34]=[CH:33][CH:32]=3)=[CH:28][CH:29]=2)=[CH:18][N:17]=1)[CH2:12][C:13](=[O:15])[NH2:14])(C)(C)C.C(=O)(O)[O-].[Na+]. The yield is 0.671. The catalyst is C(OCC)(=O)C. The product is [CH2:30]([C:27]1[S:26][C:25]([CH2:24][NH:23][C:22](=[O:37])[C:19]2[CH:20]=[CH:21][C:16]([NH:11][CH2:12][C:13](=[O:15])[NH2:14])=[N:17][CH:18]=2)=[CH:29][CH:28]=1)[C:31]1[CH:36]=[CH:35][CH:34]=[CH:33][CH:32]=1.